This data is from Experimentally validated miRNA-target interactions with 360,000+ pairs, plus equal number of negative samples. The task is: Binary Classification. Given a miRNA mature sequence and a target amino acid sequence, predict their likelihood of interaction. (1) The miRNA is hsa-miR-3169 with sequence UAGGACUGUGCUUGGCACAUAG. The protein sequence of the target gene is MMTTSLIWGIAIAACCCLWLILGIRRRQTGEPPLENGLIPYLGCALQFGANPLEFLRANQRKHGHVFTCKLMGKYVHFITNPLSYHKVLCHGKYFDWKKFHFATSAKAFGHRSIDPMDGNTTENINDTFIKTLQGHALNSLTESMMENLQRIMRPPVSSNSKTAAWVTEGMYSFCYRVMFEAGYLTIFGRDLTRRDTQKAHILNNLDNFKQFDKVFPALVAGLPIHMFRTAHNAREKLAESLRHENLQKRESISELISLRMFLNDTLSTFDDLEKAKTHLVVLWASQANTIPATFWSLFQ.... Result: 0 (no interaction). (2) The miRNA is hsa-miR-4288 with sequence UUGUCUGCUGAGUUUCC. The protein sequence of the target gene is MDECGSRIRRRVSLPKRNRPSLGCIFGAPTAAELVPGDEGKEEEEMVAENRRRKTAGVLPVEVQPLLLSDSPECLVLGGGDTNPDLLRHMPTDRGVGDQPNDSEVDMFGDYDSFTENSFIAQVDDLEQKYMQLPEHKKHATDFATENLCSESIKNKLSITTIGNLTELQTDKHTENQSGYEGVTIEPGADLLYDVPSSQAIYFENLQNSSNDLGDHSMKERDWKSSSHNTVNEELPHNCIEQPQQNDESSSKVRTSSDMNRRKSIKDHLKNAMTGNAKAQTPIFSRSKQLKDTLLSEEIN.... Result: 0 (no interaction). (3) The miRNA is hsa-miR-151b with sequence UCGAGGAGCUCACAGUCU. The protein sequence of the target gene is MNSSDEEKQLQLITSLKEQAIGEYEDLRAENQKTKEKCDKIRQERDEAVKKLEEFQKISHMVIEEVNFMQNHLEIEKTCRESAEALATKLNKENKTLKRISMLYMAKLGPDVITEEINIDDEDSTTDTDGAAETCVSVQCQKQIKELRDQIVSVQEEKKILAIELENLKSKLVEVIEEVNKVKQEKTVLNSEVLEQRKVLEKCNRVSMLAVEEYEEMQVNLELEKDLRKKAESFAQEMFIEQNKLKRQSHLLLQSSIPDQQLLKALDENAKLTQQLEEERIQHQQKVKELEEQLENETLH.... Result: 0 (no interaction). (4) The miRNA is mmu-miR-3105-3p with sequence ACUGCUUAUGAGCUUGCACUCC. The protein sequence of the target gene is MEDSQSDMSIELPLSQETFSCLWKLLPPDDILPTTATGSPNSMEDLFLPQDVAELLEGPEEALQVSAPAAQEPGTEAPAPVAPASATPWPLSSSVPSQKTYQGNYGFHLGFLQSGTAKSVMCTYSISLNKLFCQLAKTCPVQLWVTSTPPPGTRVRAMAIYKKSQHMTEVVRRCPHHERCSDGDGLAPPQHLIRVEGNPYAEYLDDRQTFRHSVVVPYEPPEVGSDYTTIHYKYMCNSSCMGGMNRRPILTIITLEDSSGNLLGRDSFEVRVCACPGRDRRTEEENFRKKEEHCPELPPG.... Result: 0 (no interaction). (5) The miRNA is hsa-miR-450a-1-3p with sequence AUUGGGAACAUUUUGCAUGUAU. The protein sequence of the target gene is MTKARDQTHQEGCCGSLANYLTSAKFLLYLGHSLSTWGDRMWHFAVSVFLVELYGNSLLLTAVYGLVVAGSVLVLGAIIGDWVDKNARLKVAQTSLVVQNVSVILCGIILMMVFLHKNELLTMYHGWVLTVCYILIITIANIANLASTATAITIQRDWIVVVAGENRSRLADMNATIRRIDQLTNILAPMAVGQIMTFGSPVIGCGFISGWNLVSMCVEYFLLWKVYQKTPALAVKAALKVEESELKQLTSPKDTEPKPLEGTHLMGEKDSNIRELECEQEPTCASQMAEPFRTFRDGWV.... Result: 0 (no interaction). (6) The miRNA is hsa-miR-4645-3p with sequence AGACAGUAGUUCUUGCCUGGUU. The protein sequence of the target gene is MILLRASEVRQLLHNKFVVILGDSVHRAVYKDLVLLLQKDRLLTPGQLRARGELNFEQDELVDGGQRGHMHNGLNYREVREFRSDHHLVRFYFLTRVYSDYLQTILKELQSGEHAPDLVIMNSCLWDISRYGPNSWRSYLENLENLFQCLGQVLPESCLLVWNTAMPVGEEVTGGFLPPKLRRQKATFLKNEVVKANFHSATEARKHNFDVLDLHFHFRHARENLHWDGVHWNGRVHRCLSQLLLAHVADAWGVELPHRHPVGEWIKKKKPGPRVEGPPQANRNHPALPLSPPLPSPTYR.... Result: 0 (no interaction). (7) The miRNA is hsa-miR-7157-5p with sequence UCAGCAUUCAUUGGCACCAGAGA. The protein sequence of the target gene is MGFLSPIYVIFFFFGVKVHCQYETYQWDEDYDQEPDDDYQTGFPFRQNVDYGVPFHQYTLGCVSECFCPTNFPSSMYCDNRKLKTIPNIPMHIQQLYLQFNEIEAVTANSFINATHLKEINLSHNKIKSQKIDYGVFAKLPNLLQLHLEHNNLEEFPFPLPKSLERLLLGYNEISKLQTNAMDGLVNLTMLDLCYNYLHDSLLKDKIFAKMEKLMQLNLCSNRLESMPPGLPSSLMYLSLENNSISSIPEKYFDKLPKLHTLRMSHNKLQDIPYNIFNLPNIVELSVGHNKLKQAFYIPR.... Result: 0 (no interaction). (8) The miRNA is hsa-miR-6731-3p with sequence UCUAUUCCCCACUCUCCCCAG. The protein sequence of the target gene is MYRSTKGASKARRDQINAEIRNLKELLPLAEADKVRLSYLHIMSLACIYTRKGVFFAGGTPLAGPTGLLSAQELEDIVAALPGFLLVFTAEGKLLYLSESVSEHLGHSMVDLVAQGDSIYDIIDPADHLTVRQQLTLPSALDTDRLFRCRFNTSKSLRRQSAGNKLVLIRGRFHAHPPGAYWAGNPVFTAFCAPLEPRPRPGPGPGPGPASLFLAMFQSRHAKDLALLDISESVLIYLGFERSELLCKSWYGLLHPEDLAHASAQHYRLLAESGDIQAEMVVRLQAKTGGWAWIYCLLYS.... Result: 0 (no interaction). (9) The miRNA is hsa-miR-6823-5p with sequence UCAGGGUUGGUAGGGGUUGCU. The protein sequence of the target gene is MAGQPHSPRELLGAAGHRSRRPSTELRVPPSPSLTMDSQYETGHIRKLQARHMQMQEKTFTKWINNVFQCGQAGIKIRNLYTELADGIHLLRLLELISGEALPPPSRGRLRVHFLENSSRALAFLRAKVPVPLIGPENIVDGDQTLILGLIWVIILRFQISHISLDKEEFGASAALLSTKEALLVWCQRKTASYTNVNITDFSRSWSDGLGFNALIHAHRPDLLDYGSLRPDRPLHNLAFAFLVAEQELGIAQLLDPEDVAAAQPDERSIMTYVSLYYHYCSRLHQGQTVQRRLTKILLQ.... Result: 0 (no interaction).